Dataset: Retrosynthesis with 50K atom-mapped reactions and 10 reaction types from USPTO. Task: Predict the reactants needed to synthesize the given product. (1) Given the product CCc1cc(-n2ccnc2)c(C)nc1OC, predict the reactants needed to synthesize it. The reactants are: CCc1cc(Br)c(C)nc1OC.c1c[nH]cn1. (2) The reactants are: Fc1cccc(-c2nc3cn[nH]cc-3n2)c1F.O=C(Nc1ccccc1)c1ccc(CCl)cc1. Given the product O=C(Nc1ccccc1)c1ccc(Cn2cc3nc(-c4cccc(F)c4F)nc-3cn2)cc1, predict the reactants needed to synthesize it. (3) Given the product O=CCC1CCc2cc(Cl)ccc2C1=O, predict the reactants needed to synthesize it. The reactants are: COC(CC1CCc2cc(Cl)ccc2C1=O)OC. (4) Given the product Nc1cc(Oc2ccncc2)ccc1[N+](=O)[O-], predict the reactants needed to synthesize it. The reactants are: Clc1ccncc1.Nc1cc(O)ccc1[N+](=O)[O-]. (5) The reactants are: COC(=O)c1nc(Sc2nnc[nH]2)cnc1Sc1ccc(F)cc1. Given the product O=C(O)c1nc(Sc2nnc[nH]2)cnc1Sc1ccc(F)cc1, predict the reactants needed to synthesize it. (6) Given the product O=[N+]([O-])c1ccc(N2CCN(C3CC3)CC2)nc1, predict the reactants needed to synthesize it. The reactants are: C1CN(C2CC2)CCN1.O=[N+]([O-])c1ccc(Cl)nc1.